Dataset: Full USPTO retrosynthesis dataset with 1.9M reactions from patents (1976-2016). Task: Predict the reactants needed to synthesize the given product. (1) Given the product [C:17]([O:21][C:22]([N:1]1[CH2:2][CH2:3][CH:4]([N:7]2[C:11]3[CH:12]=[CH:13][CH:14]=[CH:15][C:10]=3[NH:9][C:8]2=[O:16])[CH2:5][CH2:6]1)=[O:23])([CH3:20])([CH3:19])[CH3:18], predict the reactants needed to synthesize it. The reactants are: [NH:1]1[CH2:6][CH2:5][CH:4]([N:7]2[C:11]3[CH:12]=[CH:13][CH:14]=[CH:15][C:10]=3[NH:9][C:8]2=[O:16])[CH2:3][CH2:2]1.[C:17]([O:21][C:22](O[C:22]([O:21][C:17]([CH3:20])([CH3:19])[CH3:18])=[O:23])=[O:23])([CH3:20])([CH3:19])[CH3:18]. (2) Given the product [N:1]1[NH:2][C:3](=[O:10])[N:4]2[CH2:9][CH2:8][NH:7][CH2:6][C:5]=12, predict the reactants needed to synthesize it. The reactants are: [N:1]1[NH:2][C:3](=[O:10])[N:4]2[CH:9]=[CH:8][N:7]=[CH:6][C:5]=12. (3) Given the product [C:11]([O:14][C:15]([N:6]1[C:7]([CH3:9])=[CH:8][C:4]([NH2:3])=[N:5]1)=[O:16])([CH3:13])([CH3:12])[CH3:10], predict the reactants needed to synthesize it. The reactants are: [H-].[Na+].[NH2:3][C:4]1[CH:8]=[C:7]([CH3:9])[NH:6][N:5]=1.[CH3:10][C:11]([O:14][C:15](O[C:15]([O:14][C:11]([CH3:13])([CH3:12])[CH3:10])=[O:16])=[O:16])([CH3:13])[CH3:12].C([O-])(O)=O.[Na+]. (4) Given the product [O:16]1[CH2:15][CH2:14][CH:13]([CH2:12][CH2:11][O:10][C:25]2[CH:24]=[CH:23][N:22]=[C:21]([OH:20])[CH:26]=2)[CH2:18][CH2:17]1.[O:16]1[CH2:15][CH2:14][CH:13]([CH2:12][CH2:11][O:10][C:21]2[CH:26]=[C:25]([OH:27])[CH:24]=[CH:23][N:22]=2)[CH2:18][CH2:17]1, predict the reactants needed to synthesize it. The reactants are: C1(C)C=CC(S([O:10][CH2:11][CH2:12][CH:13]2[CH2:18][CH2:17][O:16][CH2:15][CH2:14]2)(=O)=O)=CC=1.[OH:20][C:21]1[CH:26]=[C:25]([OH:27])[CH:24]=[CH:23][N:22]=1.C(=O)([O-])[O-].[K+].[K+].O. (5) Given the product [CH:1]1[C:13]2[NH:12][C:11]3[C:6](=[CH:7][CH:8]=[CH:9][CH:10]=3)[C:5]=2[CH:4]=[C:3]([C:14]([O:16][CH2:14][CH2:3][CH2:4][CH3:5])=[O:15])[N:2]=1, predict the reactants needed to synthesize it. The reactants are: [CH:1]1[C:13]2[NH:12][C:11]3[C:6](=[CH:7][CH:8]=[CH:9][CH:10]=3)[C:5]=2[CH:4]=[C:3]([C:14]([OH:16])=[O:15])[N:2]=1.[OH-].[Na+].S(Cl)(Cl)=O. (6) Given the product [F:1][C:2]([C:5]1[CH:9]=[C:8]([NH:10][C:18](=[O:19])[O:20][C:21]2[CH:26]=[CH:25][C:24]([Cl:27])=[CH:23][CH:22]=2)[O:7][N:6]=1)([CH3:4])[CH3:3], predict the reactants needed to synthesize it. The reactants are: [F:1][C:2]([C:5]1[CH:9]=[C:8]([NH2:10])[O:7][N:6]=1)([CH3:4])[CH3:3].C(=O)([O-])[O-].[K+].[K+].Cl[C:18]([O:20][C:21]1[CH:26]=[CH:25][C:24]([Cl:27])=[CH:23][CH:22]=1)=[O:19]. (7) Given the product [ClH:37].[NH2:5][C@@H:9]([CH2:10][CH3:11])[C:12]([NH:14][C@@H:15]([CH2:29][CH2:30][C:31]1[CH:32]=[CH:33][CH:34]=[CH:35][CH:36]=1)/[CH:16]=[CH:17]/[C:18]([NH:20][C:21]1[CH:22]=[CH:23][C:24]([O:27][CH3:28])=[CH:25][CH:26]=1)=[O:19])=[O:13], predict the reactants needed to synthesize it. The reactants are: CC([N:5]([C@H:9]([C:12]([NH:14][C@@H:15]([CH2:29][CH2:30][C:31]1[CH:36]=[CH:35][CH:34]=[CH:33][CH:32]=1)/[CH:16]=[CH:17]/[C:18]([NH:20][C:21]1[CH:26]=[CH:25][C:24]([O:27][CH3:28])=[CH:23][CH:22]=1)=[O:19])=[O:13])[CH2:10][CH3:11])C(=O)[O-])(C)C.[ClH:37].